This data is from Catalyst prediction with 721,799 reactions and 888 catalyst types from USPTO. The task is: Predict which catalyst facilitates the given reaction. (1) Reactant: [CH2:1]([O:3][C:4]1[C:12]([F:13])=[CH:11][C:7]([C:8]([OH:10])=O)=[CH:6][C:5]=1[F:14])[CH3:2].CN(C(ON1N=NC2C=CC=NC1=2)=[N+](C)C)C.F[P-](F)(F)(F)(F)F.CCN(C(C)C)C(C)C.O[NH:49][C:50]([C:52]1[C:53]2[CH:54]=[CH:55][N:56]=[CH:57][C:58]=2[CH:59]=[CH:60][CH:61]=1)=[NH:51]. Product: [CH2:1]([O:3][C:4]1[C:5]([F:14])=[CH:6][C:7]([C:8]2[O:10][N:51]=[C:50]([C:52]3[CH:61]=[CH:60][CH:59]=[C:58]4[C:53]=3[CH:54]=[CH:55][N:56]=[CH:57]4)[N:49]=2)=[CH:11][C:12]=1[F:13])[CH3:2]. The catalyst class is: 9. (2) Reactant: [H-].[Na+].[F:3][C:4]1[CH:5]=[C:6]([OH:10])[CH:7]=[CH:8][CH:9]=1.Br[CH2:12][C:13]([O:15][CH2:16][CH3:17])=[O:14]. Product: [CH2:16]([O:15][C:13](=[O:14])[CH2:12][O:10][C:6]1[CH:7]=[CH:8][CH:9]=[C:4]([F:3])[CH:5]=1)[CH3:17]. The catalyst class is: 3.